Dataset: Peptide-MHC class I binding affinity with 185,985 pairs from IEDB/IMGT. Task: Regression. Given a peptide amino acid sequence and an MHC pseudo amino acid sequence, predict their binding affinity value. This is MHC class I binding data. The peptide sequence is KLVMAFIAFL. The MHC is HLA-A02:06 with pseudo-sequence HLA-A02:06. The binding affinity (normalized) is 0.774.